From a dataset of Forward reaction prediction with 1.9M reactions from USPTO patents (1976-2016). Predict the product of the given reaction. Given the reactants [Cl:1][C:2]1[CH:3]=[C:4]([C:8]2[CH:13]=[CH:12][C:11]([CH2:14][C@@H:15]([NH:24][C:25](=[O:31])[C:26]([O:28]CC)=O)[CH2:16][CH:17]([CH3:23])[C:18]([O:20][CH2:21][CH3:22])=[O:19])=[CH:10][CH:9]=2)[CH:5]=[CH:6][CH:7]=1.[NH2:32][NH2:33], predict the reaction product. The product is: [Cl:1][C:2]1[CH:3]=[C:4]([C:8]2[CH:13]=[CH:12][C:11]([CH2:14][C@@H:15]([NH:24][C:25](=[O:31])[C:26]([NH:32][NH2:33])=[O:28])[CH2:16][CH:17]([CH3:23])[C:18]([O:20][CH2:21][CH3:22])=[O:19])=[CH:10][CH:9]=2)[CH:5]=[CH:6][CH:7]=1.